Predict which catalyst facilitates the given reaction. From a dataset of Catalyst prediction with 721,799 reactions and 888 catalyst types from USPTO. (1) The catalyst class is: 89. Product: [F:41][C:38]([F:39])([F:40])[O:37][C:34]1[CH:33]=[CH:32][C:31]([CH2:30][NH:29][C:28]([C@H:10]2[CH2:9][NH:8][CH2:13][CH2:12][N:11]2[S:14]([C:17]2[CH:22]=[CH:21][C:20]([O:23][C:24]([F:25])([F:26])[F:27])=[CH:19][CH:18]=2)(=[O:15])=[O:16])=[O:42])=[CH:36][CH:35]=1. Reactant: C(OC([N:8]1[CH2:13][CH2:12][N:11]([S:14]([C:17]2[CH:22]=[CH:21][C:20]([O:23][C:24]([F:27])([F:26])[F:25])=[CH:19][CH:18]=2)(=[O:16])=[O:15])[C@@H:10]([C:28](=[O:42])[NH:29][CH2:30][C:31]2[CH:36]=[CH:35][C:34]([O:37][C:38]([F:41])([F:40])[F:39])=[CH:33][CH:32]=2)[CH2:9]1)=O)(C)(C)C. (2) Reactant: CN(C)C(N(C)C)=N.[CH3:9][O:10][C:11]([CH:13](P(OC)(OC)=O)[NH:14][C:15]([O:17][CH2:18][C:19]1[CH:24]=[CH:23][CH:22]=[CH:21][CH:20]=1)=[O:16])=[O:12].[N+:31]([C:34]1[CH:35]=[C:36]([CH:39]=[CH:40][C:41]=1[N+:42]([O-:44])=[O:43])[CH:37]=O)([O-:33])=[O:32]. Product: [CH3:9][O:10][C:11](=[O:12])[C:13]([NH:14][C:15]([O:17][CH2:18][C:19]1[CH:20]=[CH:21][CH:22]=[CH:23][CH:24]=1)=[O:16])=[CH:37][C:36]1[CH:39]=[CH:40][C:41]([N+:42]([O-:44])=[O:43])=[C:34]([N+:31]([O-:33])=[O:32])[CH:35]=1. The catalyst class is: 7. (3) Reactant: C(OC(=O)[NH:7][C@H:8]([C:10]1[N:14]([C:15]2[CH:20]=[CH:19][CH:18]=[CH:17][CH:16]=2)[C:13]2[CH:21]=[CH:22][C:23]([F:25])=[CH:24][C:12]=2[N:11]=1)[CH3:9])(C)(C)C.C(O)(C(F)(F)F)=O. Product: [F:25][C:23]1[CH:22]=[CH:21][C:13]2[N:14]([C:15]3[CH:20]=[CH:19][CH:18]=[CH:17][CH:16]=3)[C:10]([C@@H:8]([NH2:7])[CH3:9])=[N:11][C:12]=2[CH:24]=1. The catalyst class is: 2. (4) Reactant: [CH3:1][N:2]([CH3:17])[CH2:3][CH2:4][CH2:5][NH:6][C:7]1[N:15]=[CH:14][C:13]([F:16])=[CH:12][C:8]=1[C:9]([OH:11])=O.C(N(CC)CC)C.[C:25]([O:29][C:30](=[O:39])[NH:31][CH:32]1[CH2:37][CH2:36][CH:35]([NH2:38])[CH2:34][CH2:33]1)([CH3:28])([CH3:27])[CH3:26]. Product: [CH3:17][N:2]([CH3:1])[CH2:3][CH2:4][CH2:5][NH:6][C:7]1[C:8]([C:9]([NH:38][C@@H:35]2[CH2:36][CH2:37][C@H:32]([NH:31][C:30](=[O:39])[O:29][C:25]([CH3:27])([CH3:26])[CH3:28])[CH2:33][CH2:34]2)=[O:11])=[CH:12][C:13]([F:16])=[CH:14][N:15]=1. The catalyst class is: 10.